This data is from Merck oncology drug combination screen with 23,052 pairs across 39 cell lines. The task is: Regression. Given two drug SMILES strings and cell line genomic features, predict the synergy score measuring deviation from expected non-interaction effect. (1) Drug 1: CCN(CC)CCNC(=O)c1c(C)[nH]c(C=C2C(=O)Nc3ccc(F)cc32)c1C. Drug 2: COC1CC2CCC(C)C(O)(O2)C(=O)C(=O)N2CCCCC2C(=O)OC(C(C)CC2CCC(OP(C)(C)=O)C(OC)C2)CC(=O)C(C)C=C(C)C(O)C(OC)C(=O)C(C)CC(C)C=CC=CC=C1C. Cell line: HT29. Synergy scores: synergy=27.9. (2) Drug 1: COc1cccc2c1C(=O)c1c(O)c3c(c(O)c1C2=O)CC(O)(C(=O)CO)CC3OC1CC(N)C(O)C(C)O1. Drug 2: N#Cc1ccc(Cn2cncc2CN2CCN(c3cccc(Cl)c3)C(=O)C2)cc1. Cell line: SKOV3. Synergy scores: synergy=-28.3. (3) Drug 1: CCC1=CC2CN(C1)Cc1c([nH]c3ccccc13)C(C(=O)OC)(c1cc3c(cc1OC)N(C)C1C(O)(C(=O)OC)C(OC(C)=O)C4(CC)C=CCN5CCC31C54)C2. Drug 2: C=CCn1c(=O)c2cnc(Nc3ccc(N4CCN(C)CC4)cc3)nc2n1-c1cccc(C(C)(C)O)n1. Cell line: NCIH1650. Synergy scores: synergy=2.17. (4) Drug 1: CCN(CC)CCNC(=O)c1c(C)[nH]c(C=C2C(=O)Nc3ccc(F)cc32)c1C. Drug 2: O=C(NOCC(O)CO)c1ccc(F)c(F)c1Nc1ccc(I)cc1F. Cell line: OV90. Synergy scores: synergy=1.76.